This data is from NCI-60 drug combinations with 297,098 pairs across 59 cell lines. The task is: Regression. Given two drug SMILES strings and cell line genomic features, predict the synergy score measuring deviation from expected non-interaction effect. (1) Drug 1: CC1=C2C(C(=O)C3(C(CC4C(C3C(C(C2(C)C)(CC1OC(=O)C(C(C5=CC=CC=C5)NC(=O)OC(C)(C)C)O)O)OC(=O)C6=CC=CC=C6)(CO4)OC(=O)C)O)C)O. Drug 2: CS(=O)(=O)CCNCC1=CC=C(O1)C2=CC3=C(C=C2)N=CN=C3NC4=CC(=C(C=C4)OCC5=CC(=CC=C5)F)Cl. Cell line: K-562. Synergy scores: CSS=37.9, Synergy_ZIP=31.2, Synergy_Bliss=30.9, Synergy_Loewe=22.7, Synergy_HSA=25.1. (2) Drug 1: C1=CC(=CC=C1CCC2=CNC3=C2C(=O)NC(=N3)N)C(=O)NC(CCC(=O)O)C(=O)O. Drug 2: CN1C(=O)N2C=NC(=C2N=N1)C(=O)N. Cell line: UACC-257. Synergy scores: CSS=-0.642, Synergy_ZIP=-0.732, Synergy_Bliss=-1.53, Synergy_Loewe=-14.0, Synergy_HSA=-6.05. (3) Drug 2: CN1C2=C(C=C(C=C2)N(CCCl)CCCl)N=C1CCCC(=O)O.Cl. Synergy scores: CSS=43.7, Synergy_ZIP=-2.49, Synergy_Bliss=-4.72, Synergy_Loewe=-75.1, Synergy_HSA=-4.10. Drug 1: CCC1=C2CN3C(=CC4=C(C3=O)COC(=O)C4(CC)O)C2=NC5=C1C=C(C=C5)O. Cell line: LOX IMVI. (4) Drug 2: C1CNP(=O)(OC1)N(CCCl)CCCl. Cell line: SF-295. Synergy scores: CSS=33.4, Synergy_ZIP=0.206, Synergy_Bliss=2.49, Synergy_Loewe=-36.2, Synergy_HSA=2.86. Drug 1: CC1=C(N=C(N=C1N)C(CC(=O)N)NCC(C(=O)N)N)C(=O)NC(C(C2=CN=CN2)OC3C(C(C(C(O3)CO)O)O)OC4C(C(C(C(O4)CO)O)OC(=O)N)O)C(=O)NC(C)C(C(C)C(=O)NC(C(C)O)C(=O)NCCC5=NC(=CS5)C6=NC(=CS6)C(=O)NCCC[S+](C)C)O. (5) Drug 1: C1=CC(=CC=C1CCC2=CNC3=C2C(=O)NC(=N3)N)C(=O)NC(CCC(=O)O)C(=O)O. Drug 2: CC1=C(C=C(C=C1)NC(=O)C2=CC=C(C=C2)CN3CCN(CC3)C)NC4=NC=CC(=N4)C5=CN=CC=C5. Cell line: IGROV1. Synergy scores: CSS=21.3, Synergy_ZIP=-5.90, Synergy_Bliss=-0.0676, Synergy_Loewe=-31.0, Synergy_HSA=-1.04. (6) Synergy scores: CSS=64.1, Synergy_ZIP=17.6, Synergy_Bliss=16.7, Synergy_Loewe=14.7, Synergy_HSA=20.3. Cell line: NCI-H522. Drug 1: CC1=C2C(C(=O)C3(C(CC4C(C3C(C(C2(C)C)(CC1OC(=O)C(C(C5=CC=CC=C5)NC(=O)OC(C)(C)C)O)O)OC(=O)C6=CC=CC=C6)(CO4)OC(=O)C)OC)C)OC. Drug 2: CC1=CC=C(C=C1)C2=CC(=NN2C3=CC=C(C=C3)S(=O)(=O)N)C(F)(F)F. (7) Drug 1: C1CC(=O)NC(=O)C1N2CC3=C(C2=O)C=CC=C3N. Drug 2: CN(CC1=CN=C2C(=N1)C(=NC(=N2)N)N)C3=CC=C(C=C3)C(=O)NC(CCC(=O)O)C(=O)O. Cell line: KM12. Synergy scores: CSS=18.4, Synergy_ZIP=-10.0, Synergy_Bliss=-12.6, Synergy_Loewe=0.0264, Synergy_HSA=-0.0734. (8) Synergy scores: CSS=52.2, Synergy_ZIP=-8.27, Synergy_Bliss=-6.88, Synergy_Loewe=-0.457, Synergy_HSA=-0.0232. Drug 1: CC1=C(N=C(N=C1N)C(CC(=O)N)NCC(C(=O)N)N)C(=O)NC(C(C2=CN=CN2)OC3C(C(C(C(O3)CO)O)O)OC4C(C(C(C(O4)CO)O)OC(=O)N)O)C(=O)NC(C)C(C(C)C(=O)NC(C(C)O)C(=O)NCCC5=NC(=CS5)C6=NC(=CS6)C(=O)NCCC[S+](C)C)O. Drug 2: CC12CCC3C(C1CCC2OP(=O)(O)O)CCC4=C3C=CC(=C4)OC(=O)N(CCCl)CCCl.[Na+]. Cell line: UO-31.